This data is from Full USPTO retrosynthesis dataset with 1.9M reactions from patents (1976-2016). The task is: Predict the reactants needed to synthesize the given product. (1) Given the product [OH:41][C:37]1[CH:36]=[C:35]([NH:34][CH:2]=[C:3]2[C:11]3[C:6](=[CH:7][C:8]([C:12]([C:14]4[CH:15]=[C:16]([NH:20][C:21]([C:23]5[N:24]([C:29]([CH3:31])([CH3:30])[CH3:32])[N:25]=[C:26]([CH3:28])[CH:27]=5)=[O:22])[CH:17]=[CH:18][CH:19]=4)=[O:13])=[CH:9][CH:10]=3)[NH:5][C:4]2=[O:33])[CH:40]=[CH:39][CH:38]=1, predict the reactants needed to synthesize it. The reactants are: O[CH:2]=[C:3]1[C:11]2[C:6](=[CH:7][C:8]([C:12]([C:14]3[CH:15]=[C:16]([NH:20][C:21]([C:23]4[N:24]([C:29]([CH3:32])([CH3:31])[CH3:30])[N:25]=[C:26]([CH3:28])[CH:27]=4)=[O:22])[CH:17]=[CH:18][CH:19]=3)=[O:13])=[CH:9][CH:10]=2)[NH:5][C:4]1=[O:33].[NH2:34][C:35]1[CH:36]=[C:37]([OH:41])[CH:38]=[CH:39][CH:40]=1. (2) Given the product [CH2:12]([N:11]1[C:10]2[CH:9]=[CH:8][C:4]([C:5]([OH:7])=[O:6])=[CH:3][C:2]=2[N:1]=[N:14]1)[CH3:13], predict the reactants needed to synthesize it. The reactants are: [NH2:1][C:2]1[CH:3]=[C:4]([CH:8]=[CH:9][C:10]=1[NH:11][CH2:12][CH3:13])[C:5]([OH:7])=[O:6].[N:14]([O-])=O.[Na+].